This data is from Full USPTO retrosynthesis dataset with 1.9M reactions from patents (1976-2016). The task is: Predict the reactants needed to synthesize the given product. (1) Given the product [Br:1][C:2]1[CH:15]=[C:14]2[C:5]([CH2:6][C:7]3([C:13]42[N:19]=[C:18]([NH2:22])[C:17]([CH3:21])=[N:16]4)[CH2:12][CH2:11][O:10][CH2:9][CH2:8]3)=[CH:4][CH:3]=1, predict the reactants needed to synthesize it. The reactants are: [Br:1][C:2]1[CH:15]=[C:14]2[C:5]([CH2:6][C:7]3([C:13]42[NH:19][C:18](=S)[C:17]([CH3:21])=[N:16]4)[CH2:12][CH2:11][O:10][CH2:9][CH2:8]3)=[CH:4][CH:3]=1.[NH3:22]. (2) Given the product [Br:1][C:2]1[CH:3]=[C:4]2[C:5](=[CH:10][CH:11]=1)[C:6](=[O:8])[N:19]([CH:14]1[CH2:18][CH2:17][CH2:16][CH2:15]1)[CH2:12]2, predict the reactants needed to synthesize it. The reactants are: [Br:1][C:2]1[CH:11]=[CH:10][C:5]([C:6]([O:8]C)=O)=[C:4]([CH2:12]Br)[CH:3]=1.[CH:14]1([NH2:19])[CH2:18][CH2:17][CH2:16][CH2:15]1.C(N(CC)CC)C. (3) Given the product [CH:15]1([C:21]2[CH:22]=[CH:23][C:24]([C:25]([N:8]3[CH2:9][C:10]4[N:4]([CH:3]=[CH:2][CH:1]=4)[CH2:5][C:6]4[N:14]=[CH:13][CH:12]=[CH:11][C:7]3=4)=[O:26])=[CH:28][CH:29]=2)[CH2:16][CH2:17][CH2:18][CH2:19][CH2:20]1, predict the reactants needed to synthesize it. The reactants are: [CH:1]1[CH:2]=[CH:3][N:4]2[C:10]=1[CH2:9][NH:8][C:7]1[CH:11]=[CH:12][CH:13]=[N:14][C:6]=1[CH2:5]2.[CH:15]1([C:21]2[CH:29]=[CH:28][C:24]([C:25](Cl)=[O:26])=[CH:23][CH:22]=2)[CH2:20][CH2:19][CH2:18][CH2:17][CH2:16]1.C(N(CC)CC)C. (4) Given the product [Cl:1][C:2]1[CH:3]=[C:4]([C:18]([NH:20][C@H:21]([C:23]2[CH:24]=[CH:25][C:26]([C:27]([O:29][CH3:30])=[O:28])=[CH:31][CH:32]=2)[CH3:22])=[O:19])[C:5]([N:8]([CH2:9][C:41]2[CH:40]=[CH:36][CH:35]=[C:34]([Cl:33])[CH:42]=2)[CH3:17])=[N:6][CH:7]=1, predict the reactants needed to synthesize it. The reactants are: [Cl:1][C:2]1[CH:3]=[C:4]([C:18]([NH:20][C@H:21]([C:23]2[CH:32]=[CH:31][C:26]([C:27]([O:29][CH3:30])=[O:28])=[CH:25][CH:24]=2)[CH3:22])=[O:19])[C:5]([N:8]([CH3:17])[CH2:9]CC2C=CC=CC=2)=[N:6][CH:7]=1.[Cl:33][C:34]1[CH:35]=[C:36]([CH:40]=[CH:41][CH:42]=1)CCN.